The task is: Predict the product of the given reaction.. This data is from Forward reaction prediction with 1.9M reactions from USPTO patents (1976-2016). (1) Given the reactants [Cl:1][C:2]1[CH:27]=[CH:26][C:5]([CH2:6][N:7]2[C:16](=[O:17])[C:15]3[C:10](=[N:11][C:12]4[CH2:21][CH2:20][CH2:19][CH2:18][C:13]=4[N:14]=3)[N:9]([CH2:22][CH2:23][CH3:24])[C:8]2=[O:25])=[CH:4][CH:3]=1.ClC1C=CC=C(C(OO)=[O:36])C=1, predict the reaction product. The product is: [Cl:1][C:2]1[CH:27]=[CH:26][C:5]([CH2:6][N:7]2[C:16](=[O:17])[C:15]3[N+:14]([O-:36])=[C:13]4[CH2:18][CH2:19][CH2:20][CH2:21][C:12]4=[N:11][C:10]=3[N:9]([CH2:22][CH2:23][CH3:24])[C:8]2=[O:25])=[CH:4][CH:3]=1. (2) Given the reactants [C:1]([O:5][C:6]([N:8]1[CH2:14][CH2:13][CH2:12][N:11]([C:15]2[N:20]=[C:19]([O:21][CH3:22])[C:18]([N+:23]([O-])=O)=[C:17]([O:26][CH3:27])[N:16]=2)[CH2:10][CH2:9]1)=[O:7])([CH3:4])([CH3:3])[CH3:2], predict the reaction product. The product is: [C:1]([O:5][C:6]([N:8]1[CH2:14][CH2:13][CH2:12][N:11]([C:15]2[N:20]=[C:19]([O:21][CH3:22])[C:18]([NH2:23])=[C:17]([O:26][CH3:27])[N:16]=2)[CH2:10][CH2:9]1)=[O:7])([CH3:4])([CH3:3])[CH3:2].